Predict which catalyst facilitates the given reaction. From a dataset of Catalyst prediction with 721,799 reactions and 888 catalyst types from USPTO. (1) Reactant: C(O[C:6](=O)[N:7]([C@@H:9]([CH3:46])[C:10]([NH:12][C@@H:13]([C:40]1[CH:45]=[CH:44][CH:43]=[CH:42][CH:41]=1)[C:14]([N:16]1[C@H:21]([C:22](=[O:34])[NH:23][C@H:24]2[C:33]3[C:28](=[CH:29][CH:30]=[CH:31][CH:32]=3)[O:27][CH2:26][CH2:25]2)[CH2:20][N:19]2[CH2:35][C:36]([F:39])([F:38])[CH2:37][C@@H:18]2[CH2:17]1)=[O:15])=[O:11])C)(C)(C)C.C(OCC)(=O)C.[ClH:54]. Product: [ClH:54].[ClH:54].[O:27]1[C:28]2[C:33](=[CH:32][CH:31]=[CH:30][CH:29]=2)[C@H:24]([NH:23][C:22]([C@@H:21]2[CH2:20][N:19]3[CH2:35][C:36]([F:38])([F:39])[CH2:37][C@@H:18]3[CH2:17][N:16]2[C:14](=[O:15])[C@@H:13]([NH:12][C:10](=[O:11])[C@H:9]([CH3:46])[NH:7][CH3:6])[C:40]2[CH:45]=[CH:44][CH:43]=[CH:42][CH:41]=2)=[O:34])[CH2:25][CH2:26]1. The catalyst class is: 27. (2) Reactant: [Li+].[OH-].[CH2:3]([O:10][C:11]1[CH:12]=[CH:13][C:14]([C@@H:22]([O:39][Si:40]([C:43]([CH3:46])([CH3:45])[CH3:44])([CH3:42])[CH3:41])[CH2:23][NH:24][C:25]([CH3:38])([CH3:37])[CH2:26][C:27]2[CH:28]=[C:29]([CH:34]=[CH:35][CH:36]=2)[C:30]([O:32]C)=[O:31])=[C:15]2[C:20]=1[NH:19][C:18](=[O:21])[CH:17]=[CH:16]2)[C:4]1[CH:9]=[CH:8][CH:7]=[CH:6][CH:5]=1.Cl. Product: [CH2:3]([O:10][C:11]1[CH:12]=[CH:13][C:14]([C@@H:22]([O:39][Si:40]([C:43]([CH3:46])([CH3:45])[CH3:44])([CH3:42])[CH3:41])[CH2:23][NH:24][C:25]([CH3:38])([CH3:37])[CH2:26][C:27]2[CH:28]=[C:29]([CH:34]=[CH:35][CH:36]=2)[C:30]([OH:32])=[O:31])=[C:15]2[C:20]=1[NH:19][C:18](=[O:21])[CH:17]=[CH:16]2)[C:4]1[CH:5]=[CH:6][CH:7]=[CH:8][CH:9]=1. The catalyst class is: 87.